Dataset: Forward reaction prediction with 1.9M reactions from USPTO patents (1976-2016). Task: Predict the product of the given reaction. Given the reactants [Si]([O:8][CH2:9][CH2:10][N:11]([C:37]#[N:38])[C:12]1[CH:17]=[CH:16][C:15]([NH:18][C:19]([C:21]2[C:22]([NH:28][C:29]([C:31]3[S:32][C:33]([Cl:36])=[CH:34][CH:35]=3)=[O:30])=[N:23][C:24]([CH3:27])=[N:25][CH:26]=2)=[O:20])=[CH:14][CH:13]=1)(C(C)(C)C)(C)C.[CH3:39][S:40]([OH:43])(=[O:42])=[O:41], predict the reaction product. The product is: [CH3:39][S:40]([OH:43])(=[O:42])=[O:41].[Cl:36][C:33]1[S:32][C:31]([C:29]([NH:28][C:22]2[C:21]([C:19]([NH:18][C:15]3[CH:14]=[CH:13][C:12]([N:11]4[CH2:10][CH2:9][O:8][C:37]4=[NH:38])=[CH:17][CH:16]=3)=[O:20])=[CH:26][N:25]=[C:24]([CH3:27])[N:23]=2)=[O:30])=[CH:35][CH:34]=1.